Dataset: Reaction yield outcomes from USPTO patents with 853,638 reactions. Task: Predict the reaction yield, written as a fraction of the theoretical maximum amount of product (1.0 means a 100% yield; for example, 0.34 means a 34% yield). The product is [Cl:1][C:2]1[CH:3]=[N:4][C:5]2[C:10]([CH:11]=1)=[CH:9][C:8]([CH2:12][C:20]1[CH:21]=[C:22]([CH:27]=[CH:28][N:29]=1)[C:23]([O:25][CH3:26])=[O:24])=[CH:7][C:6]=2[S:14]([CH3:17])(=[O:16])=[O:15]. The yield is 0.400. The reactants are [Cl:1][C:2]1[CH:3]=[N:4][C:5]2[C:10]([CH:11]=1)=[CH:9][C:8]([CH2:12]Cl)=[CH:7][C:6]=2[S:14]([CH3:17])(=[O:16])=[O:15].C[Sn](C)(C)[C:20]1[CH:21]=[C:22]([CH:27]=[CH:28][N:29]=1)[C:23]([O:25][CH3:26])=[O:24]. The catalyst is O1CCOCC1.Cl[Pd](Cl)([P](C1C=CC=CC=1)(C1C=CC=CC=1)C1C=CC=CC=1)[P](C1C=CC=CC=1)(C1C=CC=CC=1)C1C=CC=CC=1.